From a dataset of Reaction yield outcomes from USPTO patents with 853,638 reactions. Predict the reaction yield, written as a fraction of the theoretical maximum amount of product (1.0 means a 100% yield; for example, 0.34 means a 34% yield). (1) The reactants are CCN(C(C)C)C(C)C.OC(C(F)(F)F)=O.[NH2:17][CH2:18][C:19]([N:21]1[CH2:26][CH2:25][N:24]([C:27](=[O:38])[C:28]2[CH:33]=[CH:32][CH:31]=[CH:30][C:29]=2[C:34]([F:37])([F:36])[F:35])[CH2:23][CH2:22]1)=[O:20].C1C=CC2N(O)N=NC=2C=1.CCN=C=NCCCN(C)C.Cl.[O:61]([C:68]1[CH:69]=[C:70]([CH:74]=[CH:75][CH:76]=1)[C:71](O)=[O:72])[C:62]1[CH:67]=[CH:66][CH:65]=[CH:64][CH:63]=1. The catalyst is CN(C=O)C.O. The product is [O:20]=[C:19]([N:21]1[CH2:22][CH2:23][N:24]([C:27](=[O:38])[C:28]2[CH:33]=[CH:32][CH:31]=[CH:30][C:29]=2[C:34]([F:37])([F:35])[F:36])[CH2:25][CH2:26]1)[CH2:18][NH:17][C:71](=[O:72])[C:70]1[CH:74]=[CH:75][CH:76]=[C:68]([O:61][C:62]2[CH:63]=[CH:64][CH:65]=[CH:66][CH:67]=2)[CH:69]=1. The yield is 0.725. (2) The reactants are I[C:2]1[CH:3]=[C:4]([CH3:9])[CH:5]=[C:6]([CH3:8])[CH:7]=1.[C:10]([O:19][CH3:20])(=[O:18])[C:11]1[C:12](=[CH:14][CH:15]=[CH:16][CH:17]=1)[SH:13].C([O-])([O-])=O.[K+].[K+]. The catalyst is [Cu]I.COCCOC. The product is [CH3:8][C:6]1[CH:7]=[C:2]([S:13][C:12]2[CH:14]=[CH:15][CH:16]=[CH:17][C:11]=2[C:10]([O:19][CH3:20])=[O:18])[CH:3]=[C:4]([CH3:9])[CH:5]=1. The yield is 0.860. (3) The reactants are [CH3:1][C:2]1[C:6]2[C:7](=[O:19])[N:8]([CH2:11][CH2:12][N:13]3[CH2:18][CH2:17][CH2:16][CH2:15][CH2:14]3)[CH2:9][CH2:10][C:5]=2[NH:4][C:3]=1[CH:20]=O.[Cl:22][C:23]1[C:24]([F:39])=[C:25]([C:29]2[CH:37]=[CH:36][CH:35]=[C:34]3[C:30]=2[CH2:31][C:32](=[O:38])[NH:33]3)[CH:26]=[CH:27][CH:28]=1. No catalyst specified. The product is [Cl:22][C:23]1[C:24]([F:39])=[C:25]([C:29]2[CH:37]=[CH:36][CH:35]=[C:34]3[C:30]=2[C:31](=[CH:20][C:3]2[NH:4][C:5]4[CH2:10][CH2:9][N:8]([CH2:11][CH2:12][N:13]5[CH2:14][CH2:15][CH2:16][CH2:17][CH2:18]5)[C:7](=[O:19])[C:6]=4[C:2]=2[CH3:1])[C:32](=[O:38])[NH:33]3)[CH:26]=[CH:27][CH:28]=1. The yield is 0.531. (4) The reactants are Br[CH:2](Br)[C:3]1[C:4]([N:9]2C(=O)C3C(=CC=CC=3)C2=O)=[N:5][CH:6]=[CH:7][CH:8]=1.[NH4+].[OH-:22]. The catalyst is C(O)C. The product is [NH2:9][C:4]1[C:3]([CH:2]=[O:22])=[CH:8][CH:7]=[CH:6][N:5]=1. The yield is 0.700. (5) The reactants are [CH3:1][O:2][C:3]1[CH:8]=[CH:7][C:6]([C:9]([O-:11])=[O:10])=[CH:5][N:4]=1.[Cl:12][C:13]1[CH:18]=[CH:17][CH:16]=[CH:15][C:14]=1[NH:19][C:20](=[O:34])[NH:21][C:22]1[CH:27]=[CH:26][C:25]([CH2:28][C:29]([OH:31])=O)=[CH:24][C:23]=1[O:32][CH3:33].CCN=C=N[CH2:40][CH2:41][CH2:42][N:43]([CH3:45])C.Cl.[CH3:47]N(C=O)C. The catalyst is CN(C1C=CN=CC=1)C. The product is [Cl:12][C:13]1[CH:18]=[CH:17][CH:16]=[CH:15][C:14]=1[NH:19][C:20](=[O:34])[NH:21][C:22]1[CH:27]=[CH:26][C:25]([CH2:28][C:29]([N:43]2[CH2:42][CH2:41][CH2:40][CH:45]2[CH2:1][O:2][C:3]2[CH:8]=[CH:7][C:6]([C:9]([O:11][CH3:47])=[O:10])=[CH:5][N:4]=2)=[O:31])=[CH:24][C:23]=1[O:32][CH3:33]. The yield is 0.690. (6) The reactants are [F:1][C:2]1[CH:7]=[C:6]([F:8])[CH:5]=[CH:4][C:3]=1[C:9]1[N:10]=[C:11]2[CH2:24][CH2:23][CH2:22][N:12]2[C:13]=1[C:14]1[N:15]=[N:16][C:17]([NH:20][NH2:21])=[CH:18][CH:19]=1.[CH:25]1([CH:28]=O)[CH2:27][CH2:26]1.C(O)(=O)C.C(O)(=O)C.IC1C=CC=CC=1. The catalyst is C(Cl)Cl. The product is [CH:25]1([C:28]2[N:16]3[N:15]=[C:14]([C:13]4[N:12]5[CH2:22][CH2:23][CH2:24][C:11]5=[N:10][C:9]=4[C:3]4[CH:4]=[CH:5][C:6]([F:8])=[CH:7][C:2]=4[F:1])[CH:19]=[CH:18][C:17]3=[N:20][N:21]=2)[CH2:27][CH2:26]1. The yield is 0.640.